From a dataset of Catalyst prediction with 721,799 reactions and 888 catalyst types from USPTO. Predict which catalyst facilitates the given reaction. (1) Reactant: Br[C:2]1[CH:3]=[N:4][CH:5]=[C:6]2[C:11]=1[N:10]=[C:9]([C:12]([NH:14][CH2:15][C:16]1[CH:21]=[CH:20][C:19]([S:22]([CH3:25])(=[O:24])=[O:23])=[CH:18][CH:17]=1)=[O:13])[CH:8]=[CH:7]2.[F:26][C:27]1[CH:28]=[C:29](B(O)O)[CH:30]=[CH:31][CH:32]=1.C(=O)([O-])[O-].[Cs+].[Cs+]. Product: [F:26][C:27]1[CH:32]=[C:31]([C:2]2[CH:3]=[N:4][CH:5]=[C:6]3[C:11]=2[N:10]=[C:9]([C:12]([NH:14][CH2:15][C:16]2[CH:21]=[CH:20][C:19]([S:22]([CH3:25])(=[O:24])=[O:23])=[CH:18][CH:17]=2)=[O:13])[CH:8]=[CH:7]3)[CH:30]=[CH:29][CH:28]=1. The catalyst class is: 688. (2) Reactant: [Br:1][C:2]1[CH:7]=[CH:6][C:5]([C:8]#[CH:9])=[CH:4][CH:3]=1.[Li+].C[Si]([N-][Si](C)(C)C)(C)C.[Cl:20][C:21]1[CH:22]=[C:23]([CH:30]=[C:31]([Cl:33])[CH:32]=1)[C:24](N(OC)C)=[O:25]. Product: [Br:1][C:2]1[CH:7]=[CH:6][C:5]([C:8]#[C:9][C:24]([C:23]2[CH:22]=[C:21]([Cl:20])[CH:32]=[C:31]([Cl:33])[CH:30]=2)=[O:25])=[CH:4][CH:3]=1. The catalyst class is: 1.